From a dataset of NCI-60 drug combinations with 297,098 pairs across 59 cell lines. Regression. Given two drug SMILES strings and cell line genomic features, predict the synergy score measuring deviation from expected non-interaction effect. (1) Drug 1: C1=C(C(=O)NC(=O)N1)N(CCCl)CCCl. Drug 2: C1=NC2=C(N=C(N=C2N1C3C(C(C(O3)CO)O)F)Cl)N. Cell line: SK-MEL-5. Synergy scores: CSS=39.2, Synergy_ZIP=-3.57, Synergy_Bliss=-1.48, Synergy_Loewe=-14.8, Synergy_HSA=1.10. (2) Drug 1: CN(CC1=CN=C2C(=N1)C(=NC(=N2)N)N)C3=CC=C(C=C3)C(=O)NC(CCC(=O)O)C(=O)O. Drug 2: C1C(C(OC1N2C=NC3=C(N=C(N=C32)Cl)N)CO)O. Cell line: HCC-2998. Synergy scores: CSS=43.2, Synergy_ZIP=-4.70, Synergy_Bliss=-6.36, Synergy_Loewe=-2.29, Synergy_HSA=-1.16. (3) Drug 1: CN(C)N=NC1=C(NC=N1)C(=O)N. Drug 2: CC1=C(N=C(N=C1N)C(CC(=O)N)NCC(C(=O)N)N)C(=O)NC(C(C2=CN=CN2)OC3C(C(C(C(O3)CO)O)O)OC4C(C(C(C(O4)CO)O)OC(=O)N)O)C(=O)NC(C)C(C(C)C(=O)NC(C(C)O)C(=O)NCCC5=NC(=CS5)C6=NC(=CS6)C(=O)NCCC[S+](C)C)O. Cell line: MDA-MB-435. Synergy scores: CSS=-7.39, Synergy_ZIP=4.46, Synergy_Bliss=0.923, Synergy_Loewe=-3.66, Synergy_HSA=-4.32. (4) Drug 1: COC1=C(C=C2C(=C1)N=CN=C2NC3=CC(=C(C=C3)F)Cl)OCCCN4CCOCC4. Drug 2: CCN(CC)CCCC(C)NC1=C2C=C(C=CC2=NC3=C1C=CC(=C3)Cl)OC. Cell line: ACHN. Synergy scores: CSS=54.5, Synergy_ZIP=1.98, Synergy_Bliss=2.30, Synergy_Loewe=4.01, Synergy_HSA=6.21. (5) Drug 1: CC1=C2C(C(=O)C3(C(CC4C(C3C(C(C2(C)C)(CC1OC(=O)C(C(C5=CC=CC=C5)NC(=O)OC(C)(C)C)O)O)OC(=O)C6=CC=CC=C6)(CO4)OC(=O)C)OC)C)OC. Drug 2: C1CC(C1)(C(=O)O)C(=O)O.[NH2-].[NH2-].[Pt+2]. Cell line: SF-295. Synergy scores: CSS=58.6, Synergy_ZIP=3.88, Synergy_Bliss=2.91, Synergy_Loewe=-0.562, Synergy_HSA=9.08.